This data is from NCI-60 drug combinations with 297,098 pairs across 59 cell lines. The task is: Regression. Given two drug SMILES strings and cell line genomic features, predict the synergy score measuring deviation from expected non-interaction effect. (1) Drug 1: CC1=CC2C(CCC3(C2CCC3(C(=O)C)OC(=O)C)C)C4(C1=CC(=O)CC4)C. Drug 2: CC1C(C(=O)NC(C(=O)N2CCCC2C(=O)N(CC(=O)N(C(C(=O)O1)C(C)C)C)C)C(C)C)NC(=O)C3=C4C(=C(C=C3)C)OC5=C(C(=O)C(=C(C5=N4)C(=O)NC6C(OC(=O)C(N(C(=O)CN(C(=O)C7CCCN7C(=O)C(NC6=O)C(C)C)C)C)C(C)C)C)N)C. Cell line: SR. Synergy scores: CSS=92.2, Synergy_ZIP=59.2, Synergy_Bliss=55.9, Synergy_Loewe=-27.9, Synergy_HSA=55.7. (2) Drug 1: CCCS(=O)(=O)NC1=C(C(=C(C=C1)F)C(=O)C2=CNC3=C2C=C(C=N3)C4=CC=C(C=C4)Cl)F. Drug 2: CC1OCC2C(O1)C(C(C(O2)OC3C4COC(=O)C4C(C5=CC6=C(C=C35)OCO6)C7=CC(=C(C(=C7)OC)O)OC)O)O. Cell line: SF-295. Synergy scores: CSS=51.2, Synergy_ZIP=-0.401, Synergy_Bliss=0.980, Synergy_Loewe=-17.0, Synergy_HSA=1.53. (3) Drug 1: CC=C1C(=O)NC(C(=O)OC2CC(=O)NC(C(=O)NC(CSSCCC=C2)C(=O)N1)C(C)C)C(C)C. Drug 2: CC1CCCC2(C(O2)CC(NC(=O)CC(C(C(=O)C(C1O)C)(C)C)O)C(=CC3=CSC(=N3)C)C)C. Cell line: NCI/ADR-RES. Synergy scores: CSS=4.09, Synergy_ZIP=0.362, Synergy_Bliss=1.86, Synergy_Loewe=-6.54, Synergy_HSA=-5.31. (4) Drug 1: COC1=C(C=C2C(=C1)N=CN=C2NC3=CC(=C(C=C3)F)Cl)OCCCN4CCOCC4. Drug 2: CC=C1C(=O)NC(C(=O)OC2CC(=O)NC(C(=O)NC(CSSCCC=C2)C(=O)N1)C(C)C)C(C)C. Cell line: NCI-H226. Synergy scores: CSS=73.8, Synergy_ZIP=6.95, Synergy_Bliss=8.27, Synergy_Loewe=-13.3, Synergy_HSA=11.1. (5) Drug 1: C1=C(C(=O)NC(=O)N1)N(CCCl)CCCl. Drug 2: CN(CC1=CN=C2C(=N1)C(=NC(=N2)N)N)C3=CC=C(C=C3)C(=O)NC(CCC(=O)O)C(=O)O. Cell line: SF-268. Synergy scores: CSS=31.6, Synergy_ZIP=0.210, Synergy_Bliss=6.43, Synergy_Loewe=2.29, Synergy_HSA=6.53. (6) Drug 1: CC1=CC=C(C=C1)C2=CC(=NN2C3=CC=C(C=C3)S(=O)(=O)N)C(F)(F)F. Drug 2: C1=NC2=C(N1)C(=S)N=CN2. Cell line: OVCAR-5. Synergy scores: CSS=20.1, Synergy_ZIP=-8.35, Synergy_Bliss=-4.13, Synergy_Loewe=-18.6, Synergy_HSA=-2.66. (7) Drug 1: C1CC(=O)NC(=O)C1N2CC3=C(C2=O)C=CC=C3N. Drug 2: CCCS(=O)(=O)NC1=C(C(=C(C=C1)F)C(=O)C2=CNC3=C2C=C(C=N3)C4=CC=C(C=C4)Cl)F. Cell line: UO-31. Synergy scores: CSS=4.55, Synergy_ZIP=-2.07, Synergy_Bliss=-1.36, Synergy_Loewe=-4.21, Synergy_HSA=-2.14. (8) Drug 1: CC1C(C(CC(O1)OC2CC(CC3=C2C(=C4C(=C3O)C(=O)C5=C(C4=O)C(=CC=C5)OC)O)(C(=O)C)O)N)O.Cl. Drug 2: CN(C(=O)NC(C=O)C(C(C(CO)O)O)O)N=O. Cell line: SF-268. Synergy scores: CSS=23.3, Synergy_ZIP=-5.52, Synergy_Bliss=-3.85, Synergy_Loewe=-5.79, Synergy_HSA=-5.68. (9) Drug 1: C(=O)(N)NO. Drug 2: CC(C)(C#N)C1=CC(=CC(=C1)CN2C=NC=N2)C(C)(C)C#N. Cell line: OVCAR-5. Synergy scores: CSS=4.78, Synergy_ZIP=-1.32, Synergy_Bliss=-0.282, Synergy_Loewe=-0.144, Synergy_HSA=-1.72.